From a dataset of Peptide-MHC class I binding affinity with 185,985 pairs from IEDB/IMGT. Regression. Given a peptide amino acid sequence and an MHC pseudo amino acid sequence, predict their binding affinity value. This is MHC class I binding data. (1) The peptide sequence is VTPEYIKDLK. The MHC is HLA-A31:01 with pseudo-sequence HLA-A31:01. The binding affinity (normalized) is 0.111. (2) The peptide sequence is WLFSNCRTLL. The MHC is Mamu-A07 with pseudo-sequence Mamu-A07. The binding affinity (normalized) is 0.188. (3) The peptide sequence is LQLTAVFAY. The MHC is HLA-B40:01 with pseudo-sequence HLA-B40:01. The binding affinity (normalized) is 0.0847. (4) The peptide sequence is NDFVSDADST. The MHC is HLA-B40:02 with pseudo-sequence HLA-B40:02. The binding affinity (normalized) is 0. (5) The peptide sequence is MSAIVSCRY. The MHC is HLA-B15:09 with pseudo-sequence HLA-B15:09. The binding affinity (normalized) is 0.0847. (6) The peptide sequence is ITLWQRPLV. The MHC is HLA-B54:01 with pseudo-sequence HLA-B54:01. The binding affinity (normalized) is 0. (7) The MHC is HLA-A68:01 with pseudo-sequence HLA-A68:01. The binding affinity (normalized) is 0.734. The peptide sequence is MLINRFTMR. (8) The peptide sequence is SLYNTVATL. The MHC is HLA-B44:02 with pseudo-sequence HLA-B44:02. The binding affinity (normalized) is 0.0672. (9) The peptide sequence is PPPPPPGL. The MHC is Mamu-A02 with pseudo-sequence Mamu-A02. The binding affinity (normalized) is 0.267. (10) The peptide sequence is VTDSQYALGI. The MHC is HLA-B07:02 with pseudo-sequence HLA-B07:02. The binding affinity (normalized) is 0.